This data is from Forward reaction prediction with 1.9M reactions from USPTO patents (1976-2016). The task is: Predict the product of the given reaction. (1) Given the reactants [SH:1][C:2]1[NH:11][C:10](=[O:12])[C:9]2[C:4](=[CH:5][CH:6]=[CH:7][CH:8]=2)[N:3]=1.C(=O)([O-])[O-].[K+].[K+].Br[CH2:20][CH2:21][C:22]([O:24][C:25]([CH3:28])([CH3:27])[CH3:26])=[O:23], predict the reaction product. The product is: [O:12]=[C:10]1[C:9]2[C:4](=[CH:5][CH:6]=[CH:7][CH:8]=2)[N:3]=[C:2]([S:1][CH2:20][CH2:21][C:22]([O:24][C:25]([CH3:28])([CH3:27])[CH3:26])=[O:23])[NH:11]1. (2) Given the reactants Cl.[Cl:2][C:3]1[CH:8]=[CH:7][CH:6]=[C:5]([S:9][CH:10]2[CH2:15][CH2:14][NH:13][CH2:12][CH2:11]2)[N:4]=1.CS(O[CH2:21][CH2:22][C:23]1[CH:28]=[CH:27][C:26]([F:29])=[CH:25][CH:24]=1)(=O)=O.C([O-])(O)=O.[Na+], predict the reaction product. The product is: [ClH:2].[Cl:2][C:3]1[CH:8]=[CH:7][CH:6]=[C:5]([S:9][CH:10]2[CH2:15][CH2:14][N:13]([CH2:21][CH2:22][C:23]3[CH:28]=[CH:27][C:26]([F:29])=[CH:25][CH:24]=3)[CH2:12][CH2:11]2)[N:4]=1. (3) Given the reactants [F:1][C:2]1([F:15])[CH2:7][CH2:6][CH:5]([CH:8]([CH3:14])[C:9]([O:11][CH2:12][CH3:13])=[O:10])[CH2:4][CH2:3]1.[Li+].[CH3:17]C([N-]C(C)C)C.CI, predict the reaction product. The product is: [F:1][C:2]1([F:15])[CH2:3][CH2:4][CH:5]([C:8]([CH3:17])([CH3:14])[C:9]([O:11][CH2:12][CH3:13])=[O:10])[CH2:6][CH2:7]1. (4) Given the reactants [C:1](#[N:3])[CH3:2].[Li]CCCC.[Cl:9][C:10]1[CH:18]=[C:17]([Cl:19])[CH:16]=[CH:15][C:11]=1[C:12](Cl)=[O:13], predict the reaction product. The product is: [Cl:9][C:10]1[CH:18]=[C:17]([Cl:19])[CH:16]=[CH:15][C:11]=1[C:12](=[O:13])[CH2:2][C:1]#[N:3]. (5) Given the reactants [F:1][C:2]1[CH:7]=[CH:6][C:5]([C:8]2[N:9]=[C:10]3[C:15]([CH3:16])=[N:14][CH:13]=[CH:12][N:11]3[C:17]=2[C:18]2[CH:23]=[CH:22][N:21]=[C:20]([NH:24][CH:25]3[CH2:30][CH2:29][NH:28][CH2:27][CH2:26]3)[N:19]=2)=[CH:4][CH:3]=1.C1COCC1.Cl[C:37]([CH2:39][O:40]C(=O)C)=[O:38], predict the reaction product. The product is: [F:1][C:2]1[CH:3]=[CH:4][C:5]([C:8]2[N:9]=[C:10]3[C:15]([CH3:16])=[N:14][CH:13]=[CH:12][N:11]3[C:17]=2[C:18]2[CH:23]=[CH:22][N:21]=[C:20]([NH:24][CH:25]3[CH2:30][CH2:29][N:28]([C:37](=[O:38])[CH2:39][OH:40])[CH2:27][CH2:26]3)[N:19]=2)=[CH:6][CH:7]=1. (6) Given the reactants [CH3:1][S:2](Cl)(=[O:4])=[O:3].[C:6]([O:10][C:11]([NH:13][CH2:14][CH2:15][O:16][CH2:17]CO)=[O:12])([CH3:9])([CH3:8])[CH3:7].C(N(CC)CC)C, predict the reaction product. The product is: [C:6]([O:10][C:11]([NH:13][CH2:14][CH2:15][O:16][CH2:17][CH:1]=[S:2](=[O:4])=[O:3])=[O:12])([CH3:9])([CH3:8])[CH3:7]. (7) Given the reactants [C:1]([NH:4][C:5]1[CH:34]=[CH:33][C:8]([C:9]([NH:11][C:12]2[CH:13]=[C:14]([C:26]3[CH:31]=[CH:30][CH:29]=[CH:28][C:27]=3[CH3:32])[CH:15]=[CH:16][C:17]=2[NH:18]C(=O)OC(C)(C)C)=[O:10])=[CH:7][CH:6]=1)(=[O:3])[CH3:2].C(O)(C(F)(F)F)=O, predict the reaction product. The product is: [C:1]([NH:4][C:5]1[CH:34]=[CH:33][C:8]([C:9]([NH:11][C:12]2[CH:13]=[C:14]([C:26]3[CH:31]=[CH:30][CH:29]=[CH:28][C:27]=3[CH3:32])[CH:15]=[CH:16][C:17]=2[NH2:18])=[O:10])=[CH:7][CH:6]=1)(=[O:3])[CH3:2].